Dataset: Forward reaction prediction with 1.9M reactions from USPTO patents (1976-2016). Task: Predict the product of the given reaction. Given the reactants [NH2:1][C:2]1[CH:3]=[C:4]([CH:10]=[C:11]([N:13]2[CH2:18][CH2:17][O:16][CH2:15][CH2:14]2)[CH:12]=1)[C:5]([N:7]([CH3:9])[CH3:8])=[O:6].Cl[C:20]1[C:29]2[C:24](=[CH:25][C:26]([F:30])=[CH:27][CH:28]=2)[N:23]=[C:22]([C:31]2[CH:36]=[CH:35][CH:34]=[CH:33][N:32]=2)[C:21]=1[CH3:37].CC(C)([O-])C.[Na+].CC(C1C=C(C(C)C)C(C2C=CC=CC=2P(C2CCCCC2)C2CCCCC2)=C(C(C)C)C=1)C, predict the reaction product. The product is: [F:30][C:26]1[CH:25]=[C:24]2[C:29]([C:20]([NH:1][C:2]3[CH:3]=[C:4]([CH:10]=[C:11]([N:13]4[CH2:14][CH2:15][O:16][CH2:17][CH2:18]4)[CH:12]=3)[C:5]([N:7]([CH3:9])[CH3:8])=[O:6])=[C:21]([CH3:37])[C:22]([C:31]3[CH:36]=[CH:35][CH:34]=[CH:33][N:32]=3)=[N:23]2)=[CH:28][CH:27]=1.